Dataset: Forward reaction prediction with 1.9M reactions from USPTO patents (1976-2016). Task: Predict the product of the given reaction. (1) Given the reactants [S:1]1[CH:5]=[CH:4][N:3]=[C:2]1[C:6](=[O:8])[CH3:7].[CH3:9]C1C=CC(S(O)(=O)=O)=CC=1.[CH3:20][OH:21], predict the reaction product. The product is: [CH3:20][O:21][C:6]([C:2]1[S:1][CH:5]=[CH:4][N:3]=1)([O:8][CH3:9])[CH3:7]. (2) Given the reactants [CH3:1][C:2]1[O:6][N:5]=[C:4]([C:7]2[CH:12]=[CH:11][CH:10]=[CH:9][CH:8]=2)[C:3]=1[C:13]1[N:14]=[CH:15][N:16]([C:18]2[CH:26]=[CH:25][C:21]([C:22]([OH:24])=O)=[CH:20][CH:19]=2)[CH:17]=1.[CH:27]1([NH2:32])[CH2:31][CH2:30][CH2:29][CH2:28]1, predict the reaction product. The product is: [CH:27]1([NH:32][C:22](=[O:24])[C:21]2[CH:20]=[CH:19][C:18]([N:16]3[CH:17]=[C:13]([C:3]4[C:4]([C:7]5[CH:8]=[CH:9][CH:10]=[CH:11][CH:12]=5)=[N:5][O:6][C:2]=4[CH3:1])[N:14]=[CH:15]3)=[CH:26][CH:25]=2)[CH2:31][CH2:30][CH2:29][CH2:28]1. (3) Given the reactants FC(F)(F)C(O)=O.[CH3:8][O:9][C:10]1[C:11]2[N:18]=[C:17]([NH:19][C:20]([N:22]3[CH2:27][CH2:26][CH:25]([NH2:28])[CH2:24][CH2:23]3)=[O:21])[S:16][C:12]=2[N:13]=[CH:14][N:15]=1.C(N(CC)C(C)C)(C)C.[F:38][C:39]1[CH:46]=[CH:45][C:42]([CH:43]=O)=[CH:41][C:40]=1[C:47]([F:50])([F:49])[F:48].C(O[BH-](OC(=O)C)OC(=O)C)(=O)C.[Na+], predict the reaction product. The product is: [CH3:8][O:9][C:10]1[C:11]2[N:18]=[C:17]([NH:19][C:20]([N:22]3[CH2:27][CH2:26][CH:25]([NH:28][CH2:43][C:42]4[CH:45]=[CH:46][C:39]([F:38])=[C:40]([C:47]([F:50])([F:48])[F:49])[CH:41]=4)[CH2:24][CH2:23]3)=[O:21])[S:16][C:12]=2[N:13]=[CH:14][N:15]=1. (4) The product is: [NH2:11][C@H:12]([C:30]1[N:34]([C@@H:35]([CH2:39][CH2:40][CH2:41][CH3:42])[C:36]([OH:38])=[O:37])[N:33]=[N:32][N:31]=1)[CH2:13][C:14]1[C:22]2[C:17](=[CH:18][CH:19]=[CH:20][CH:21]=2)[N:16]([C:23]([O:25][C:26]([CH3:28])([CH3:29])[CH3:27])=[O:24])[CH:15]=1. Given the reactants C(OC([NH:11][C@H:12]([C:30]1[N:34]([C@@H:35]([CH2:39][CH2:40][CH2:41][CH3:42])[C:36]([OH:38])=[O:37])[N:33]=[N:32][N:31]=1)[CH2:13][C:14]1[C:22]2[C:17](=[CH:18][CH:19]=[CH:20][CH:21]=2)[N:16]([C:23]([O:25][C:26]([CH3:29])([CH3:28])[CH3:27])=[O:24])[CH:15]=1)=O)C1C=CC=CC=1, predict the reaction product. (5) Given the reactants [CH:1]1([C:7]2[CH:12]=[CH:11][C:10]([S:13](Cl)(=[O:15])=[O:14])=[CH:9][CH:8]=2)[CH2:6][CH2:5][CH2:4][CH2:3][CH2:2]1.[NH2:17][C:18]1[CH:22]=[CH:21][S:20][C:19]=1[C:23]([O:25][CH3:26])=[O:24].N1C=CC=CC=1, predict the reaction product. The product is: [CH:1]1([C:7]2[CH:12]=[CH:11][C:10]([S:13]([NH:17][C:18]3[CH:22]=[CH:21][S:20][C:19]=3[C:23]([O:25][CH3:26])=[O:24])(=[O:15])=[O:14])=[CH:9][CH:8]=2)[CH2:6][CH2:5][CH2:4][CH2:3][CH2:2]1. (6) Given the reactants [NH2:1][C:2]1[N:10]=[C:9]2[C:5]([NH:6][CH:7]=[N:8]2)=[C:4](Cl)[N:3]=1.[CH3:12][O:13][C:14]1[CH:19]=[CH:18][CH:17]=[C:16]([NH2:20])[CH:15]=1.C(N(CC)CC)C, predict the reaction product. The product is: [NH2:1][C:2]1[N:10]=[C:9]2[C:5]([NH:6][CH:7]=[N:8]2)=[C:4]([NH:20][C:16]2[CH:17]=[CH:18][CH:19]=[C:14]([O:13][CH3:12])[CH:15]=2)[N:3]=1. (7) Given the reactants NN.[CH2:3]([O:28][C:29]1[CH:34]=[C:33]([O:35][CH3:36])[C:32]([C:37]([N:39]2[CH2:43][C:42](=[CH2:44])[CH2:41][CH:40]2[CH2:45][OH:46])=[O:38])=[CH:31][C:30]=1[N+:47]([O-])=O)[CH2:4][CH2:5][O:6][C:7]1[CH:12]=[C:11]([O:13][CH3:14])[C:10]([C:15]([N:17]2[CH2:21][C:20](=[CH2:22])[CH2:19][CH:18]2[CH2:23][OH:24])=[O:16])=[CH:9][C:8]=1[N+:25]([O-])=O.C(Cl)(Cl)Cl.CO, predict the reaction product. The product is: [CH2:5]([O:6][C:7]1[CH:12]=[C:11]([O:13][CH3:14])[C:10]([C:15]([N:17]2[CH2:21][CH:20]([CH3:22])[CH2:19][CH:18]2[CH2:23][OH:24])=[O:16])=[CH:9][C:8]=1[NH2:25])[CH2:4][CH2:3][O:28][C:29]1[CH:34]=[C:33]([O:35][CH3:36])[C:32]([C:37]([N:39]2[CH2:43][CH:42]([CH3:44])[CH2:41][CH:40]2[CH2:45][OH:46])=[O:38])=[CH:31][C:30]=1[NH2:47]. (8) Given the reactants [NH:1]1[CH2:10][CH2:9][CH:4]([C:5]([O:7][CH3:8])=[O:6])[CH2:3][CH2:2]1.C(N(CC)CC)C.[CH2:18](Br)[C:19]#[CH:20].O, predict the reaction product. The product is: [CH2:20]([N:1]1[CH2:10][CH2:9][CH:4]([C:5]([O:7][CH3:8])=[O:6])[CH2:3][CH2:2]1)[C:19]#[CH:18]. (9) Given the reactants [NH:1]1[C:9]2[C:4](=[CH:5][CH:6]=[CH:7][CH:8]=2)[CH:3]=[CH:2]1.Cl.Br[C:12]1[CH:17]=[CH:16][N:15]=[CH:14][CH:13]=1.CC(C)([O-])C.[Na+].CC(N(C)C)=O, predict the reaction product. The product is: [N:15]1[CH:16]=[CH:17][C:12]([N:1]2[C:9]3[C:4](=[CH:5][CH:6]=[CH:7][CH:8]=3)[CH:3]=[CH:2]2)=[CH:13][CH:14]=1.